This data is from Reaction yield outcomes from USPTO patents with 853,638 reactions. The task is: Predict the reaction yield, written as a fraction of the theoretical maximum amount of product (1.0 means a 100% yield; for example, 0.34 means a 34% yield). (1) The yield is 0.430. The product is [Si:1]([O:8][CH2:9][C:10]1[N:11]([CH3:36])[C:12]2[CH:13]=[C:14]3[O:23][CH2:22][CH2:21][C:20]4[C:46]([OH:47])=[C:37]([C:38]([O:40][CH3:41])=[O:39])[C:42](=[O:43])[N:24]([CH2:25][C:26]5[CH:31]=[CH:30][C:29]([O:32][CH3:33])=[CH:28][C:27]=5[O:34][CH3:35])[C:19]=4[C:15]3=[CH:16][C:17]=2[CH:18]=1)([C:4]([CH3:7])([CH3:6])[CH3:5])([CH3:3])[CH3:2]. The reactants are [Si:1]([O:8][CH2:9][C:10]1[N:11]([CH3:36])[C:12]2[C:17]([CH:18]=1)=[CH:16][C:15]1[C:19](=[N:24][CH2:25][C:26]3[CH:31]=[CH:30][C:29]([O:32][CH3:33])=[CH:28][C:27]=3[O:34][CH3:35])[CH2:20][CH2:21][CH2:22][O:23][C:14]=1[CH:13]=2)([C:4]([CH3:7])([CH3:6])[CH3:5])([CH3:3])[CH3:2].[CH:37]([C:46](OC)=[O:47])([C:42](OC)=[O:43])[C:38]([O:40][CH3:41])=[O:39]. The catalyst is O(C1C=CC=CC=1)C1C=CC=CC=1. (2) The reactants are [CH3:1][O:2][C:3]([C:5]1[S:6][C:7]([C:14]2[CH:19]=[CH:18][CH:17]=[CH:16][CH:15]=2)=[CH:8][C:9]=1[NH:10][CH:11]([CH3:13])[CH3:12])=[O:4].[CH3:20][C:21]1[CH2:26][O:25][CH:24]([C:27](O)=[O:28])[CH2:23][CH:22]=1.C1C=CC(P(C2C=CC=CC=2)C2C=CC=CC=2)=CC=1.C1C(=O)N(Cl)C(=O)C1. No catalyst specified. The product is [CH3:1][O:2][C:3]([C:5]1[S:6][C:7]([C:14]2[CH:15]=[CH:16][CH:17]=[CH:18][CH:19]=2)=[CH:8][C:9]=1[N:10]([CH:11]([CH3:13])[CH3:12])[C:27]([CH:24]1[CH2:23][CH:22]=[C:21]([CH3:20])[CH2:26][O:25]1)=[O:28])=[O:4]. The yield is 0.653. (3) The reactants are [Cl:1][C:2]1[C:11]2[C:6](=[CH:7][CH:8]=[CH:9][C:10]=2[O:12][CH:13]2[CH2:18][CH2:17][N:16]([CH3:19])[CH2:15][CH2:14]2)[N:5]=[CH:4][N:3]=1.[Cl:20][C:21]1[CH:22]=[C:23]([CH:25]=[CH:26][C:27]=1[O:28][CH2:29][C:30]1[N:31]([CH3:35])[CH:32]=[CH:33][N:34]=1)[NH2:24]. No catalyst specified. The product is [ClH:1].[Cl:20][C:21]1[CH:22]=[C:23]([CH:25]=[CH:26][C:27]=1[O:28][CH2:29][C:30]1[N:31]([CH3:35])[CH:32]=[CH:33][N:34]=1)[NH:24][C:2]1[C:11]2[C:6](=[CH:7][CH:8]=[CH:9][C:10]=2[O:12][CH:13]2[CH2:18][CH2:17][N:16]([CH3:19])[CH2:15][CH2:14]2)[N:5]=[CH:4][N:3]=1. The yield is 0.440. (4) The product is [Br:25][C:8]1[NH:9][C:10]2[N:11]=[CH:12][N:13]=[C:14]([NH2:16])[C:15]=2[C:7]=1[C:4]1[CH:3]=[CH:2][C:1]([CH3:17])=[CH:6][CH:5]=1. The yield is 0.720. The catalyst is CN(C=O)C. The reactants are [C:1]1([CH3:17])[CH:6]=[CH:5][C:4]([C:7]2[C:15]3[C:14]([NH2:16])=[N:13][CH:12]=[N:11][C:10]=3[NH:9][CH:8]=2)=[CH:3][CH:2]=1.C1C(=O)N([Br:25])C(=O)C1. (5) The reactants are [CH:1]1([NH:4][C:5]([C:7]2[CH:8]=[C:9]([C:14]3[CH:19]=[CH:18][C:17]([C:20](=O)[C:21]4[CH:26]=[CH:25][CH:24]=[CH:23][CH:22]=4)=[C:16]([NH2:28])[CH:15]=3)[C:10]([CH3:13])=[CH:11][CH:12]=2)=[O:6])[CH2:3][CH2:2]1.[NH2:29][C:30](N)=[O:31]. The catalyst is C(O)(=O)C. The product is [CH:1]1([NH:4][C:5](=[O:6])[C:7]2[CH:12]=[CH:11][C:10]([CH3:13])=[C:9]([C:14]3[CH:15]=[C:16]4[C:17]([C:20]([C:21]5[CH:26]=[CH:25][CH:24]=[CH:23][CH:22]=5)=[N:29][C:30](=[O:31])[NH:28]4)=[CH:18][CH:19]=3)[CH:8]=2)[CH2:3][CH2:2]1. The yield is 0.590.